From a dataset of Catalyst prediction with 721,799 reactions and 888 catalyst types from USPTO. Predict which catalyst facilitates the given reaction. (1) Reactant: [Cl-].O[NH3+:3].[C:4](=[O:7])([O-])[OH:5].[Na+].CS(C)=O.[OH:13][C@H:14]1[CH2:19][CH2:18][CH2:17][CH2:16][C@@H:15]1[O:20][C:21]1[CH:26]=[CH:25][C:24]([N:27]2[C:32](=[O:33])[C:31]([CH2:34][C:35]3[CH:40]=[CH:39][C:38]([C:41]4[C:42]([C:47]#[N:48])=[CH:43][CH:44]=[CH:45][CH:46]=4)=[CH:37][CH:36]=3)=[C:30]([CH2:49][CH2:50][CH3:51])[N:29]=[C:28]2[CH3:52])=[CH:23][CH:22]=1. Product: [OH:13][C@H:14]1[CH2:19][CH2:18][CH2:17][CH2:16][C@@H:15]1[O:20][C:21]1[CH:22]=[CH:23][C:24]([N:27]2[C:32](=[O:33])[C:31]([CH2:34][C:35]3[CH:36]=[CH:37][C:38]([C:41]4[CH:46]=[CH:45][CH:44]=[CH:43][C:42]=4[C:47]4[NH:3][C:4](=[O:7])[O:5][N:48]=4)=[CH:39][CH:40]=3)=[C:30]([CH2:49][CH2:50][CH3:51])[N:29]=[C:28]2[CH3:52])=[CH:25][CH:26]=1. The catalyst class is: 69. (2) Reactant: [C:1](N1C=CN=C1)(N1C=CN=C1)=[O:2].[F:13][C:14]([F:20])([F:19])[C:15]1([NH2:18])[CH2:17][CH2:16]1.[CH3:21][C:22]1[C:27]([CH3:28])=[C:26]([C:29]2[N:30]([CH3:34])[N:31]=[CH:32][CH:33]=2)[N:25]=[N:24][C:23]=1[N:35]1[CH2:40][CH2:39][CH:38]([NH2:41])[CH2:37][CH2:36]1.C(N(CC)CC)C. Product: [CH3:21][C:22]1[C:27]([CH3:28])=[C:26]([C:29]2[N:30]([CH3:34])[N:31]=[CH:32][CH:33]=2)[N:25]=[N:24][C:23]=1[N:35]1[CH2:36][CH2:37][CH:38]([NH:41][C:1]([NH:18][C:15]2([C:14]([F:20])([F:19])[F:13])[CH2:17][CH2:16]2)=[O:2])[CH2:39][CH2:40]1. The catalyst class is: 2. (3) Reactant: [CH3:1][N:2]([CH3:8])[CH2:3][CH2:4][C:5](O)=[O:6].C1C=CC2N(O)N=NC=2C=1.C(Cl)CCl.Cl.[NH2:24][C@@H:25]1[CH2:34][CH2:33][CH2:32][C:31]2[C:30]([C:35]3[S:39][C:38]([C:40]4[CH:41]=[CH:42][C:43]([O:48][CH:49]([CH3:51])[CH3:50])=[C:44]([CH:47]=4)[C:45]#[N:46])=[N:37][N:36]=3)=[CH:29][CH:28]=[CH:27][C:26]1=2. Product: [C:45]([C:44]1[CH:47]=[C:40]([C:38]2[S:39][C:35]([C:30]3[CH:29]=[CH:28][CH:27]=[C:26]4[C:31]=3[CH2:32][CH2:33][CH2:34][C@H:25]4[NH:24][C:5](=[O:6])[CH2:4][CH2:3][N:2]([CH3:8])[CH3:1])=[N:36][N:37]=2)[CH:41]=[CH:42][C:43]=1[O:48][CH:49]([CH3:51])[CH3:50])#[N:46]. The catalyst class is: 3. (4) Reactant: COC1C=CC(C[N:8]2[CH:12]=[C:11]([C:13]3[CH:14]=[C:15]4[N:20]([C:21]5[CH:22]=[C:23]([NH:28][C:29](=[O:40])[C:30]6[CH:35]=[CH:34][CH:33]=[C:32]([C:36]([F:39])([F:38])[F:37])[CH:31]=6)[CH:24]=[CH:25][C:26]=5[CH3:27])[CH:19]=[CH:18][N:16]4[N:17]=3)[CH:10]=[N:9]2)=CC=1. Product: [CH3:27][C:26]1[CH:25]=[CH:24][C:23]([NH:28][C:29](=[O:40])[C:30]2[CH:35]=[CH:34][CH:33]=[C:32]([C:36]([F:37])([F:38])[F:39])[CH:31]=2)=[CH:22][C:21]=1[N:20]1[C:15]2[N:16]([N:17]=[C:13]([C:11]3[CH:12]=[N:8][NH:9][CH:10]=3)[CH:14]=2)[CH:18]=[CH:19]1. The catalyst class is: 55. (5) Reactant: [CH3:1][O:2][C@@H:3]1[CH2:11][C:10]2[C:5](=[CH:6][CH:7]=[CH:8][CH:9]=2)[C@H:4]1[N:12]1C(=O)C2C(=CC=CC=2)C1=O.NN. Product: [CH3:1][O:2][C@@H:3]1[CH2:11][C:10]2[C:5](=[CH:6][CH:7]=[CH:8][CH:9]=2)[C@H:4]1[NH2:12]. The catalyst class is: 8. (6) Reactant: [CH:1]([N:4]1[C:8]([C:9]2[C:14]([CH2:15][O:16][C:17]3[CH:18]=[CH:19][C:20]4[N:24]=[CH:23][N:22](C(OC(C)(C)C)=O)[C:21]=4[CH:32]=3)=[CH:13][CH:12]=[CH:11][N:10]=2)=[CH:7][CH:6]=[N:5]1)([CH3:3])[CH3:2].C(N1C(C2C([CH2:47][O:48]C3C=CC4N(C(OC(C)(C)C)=O)C=NC=4C=3)=CC=CN=2)=CC=N1)(C)C.N12CN3CN(CN(C3)C1)C2.C12CC3CC(CC(C3)C1)C2. Product: [CH:1]([N:4]1[C:8]([C:9]2[C:14]([CH2:15][O:16][C:17]3[CH:18]=[CH:19][C:20]4[N:24]=[CH:23][NH:22][C:21]=4[C:32]=3[CH:47]=[O:48])=[CH:13][CH:12]=[CH:11][N:10]=2)=[CH:7][CH:6]=[N:5]1)([CH3:3])[CH3:2]. The catalyst class is: 55.